Dataset: Reaction yield outcomes from USPTO patents with 853,638 reactions. Task: Predict the reaction yield, written as a fraction of the theoretical maximum amount of product (1.0 means a 100% yield; for example, 0.34 means a 34% yield). (1) The reactants are [CH2:1]([O:3][C:4](=[O:18])[C:5]1[CH:10]=[C:9]([CH3:11])[C:8]([N+:12]([O-:14])=[O:13])=[CH:7][C:6]=1[N+:15]([O-:17])=[O:16])[CH3:2].CO[CH:21]([N:24]([CH3:26])[CH3:25])OC. The catalyst is CN(C=O)C. The product is [CH2:1]([O:3][C:4](=[O:18])[C:5]1[CH:10]=[C:9]([CH:11]=[CH:21][N:24]([CH3:26])[CH3:25])[C:8]([N+:12]([O-:14])=[O:13])=[CH:7][C:6]=1[N+:15]([O-:17])=[O:16])[CH3:2]. The yield is 0.280. (2) The reactants are Br[C:2]1[CH:3]=[C:4]([CH:32]=[CH:33][CH:34]=1)[O:5][C:6]1[CH:7]=[C:8]([S:23][C:24]2[CH:29]=[CH:28][CH:27]=[C:26]([O:30][CH3:31])[CH:25]=2)[C:9]([NH:12][C:13]2[S:17][N:16]=[C:15]([CH:18]3[CH2:22][CH2:21][CH2:20][O:19]3)[N:14]=2)=[N:10][CH:11]=1.C[Li].C([Li])CCC.[CH:42](=[O:44])[CH3:43].[NH4+].[Cl-]. The catalyst is C1COCC1. The product is [CH3:31][O:30][C:26]1[CH:25]=[C:24]([S:23][C:8]2[CH:7]=[C:6]([O:5][C:4]3[CH:3]=[C:2]([CH:42]([OH:44])[CH3:43])[CH:34]=[CH:33][CH:32]=3)[CH:11]=[N:10][C:9]=2[NH:12][C:13]2[S:17][N:16]=[C:15]([CH:18]3[CH2:22][CH2:21][CH2:20][O:19]3)[N:14]=2)[CH:29]=[CH:28][CH:27]=1. The yield is 0.111. (3) The reactants are Cl[C:2]([O:4][CH2:5][CH3:6])=[O:3].[CH:7]12[CH2:16][CH:11]3[CH2:12][CH:13]([CH2:15][CH:9]([CH2:10]3)[CH:8]1[C:17]1[CH:22]=[C:21]([CH3:23])[CH:20]=[CH:19][C:18]=1[OH:24])[CH2:14]2.CCN(CC)CC. The catalyst is CN(C1C=CN=CC=1)C.ClCCl. The product is [C:2](=[O:3])([O:4][CH2:5][CH3:6])[O:24][C:18]1[CH:19]=[CH:20][C:21]([CH3:23])=[CH:22][C:17]=1[CH:8]1[CH:9]2[CH2:10][CH:11]3[CH2:12][CH:13]([CH2:14][CH:7]1[CH2:16]3)[CH2:15]2. The yield is 0.940. (4) The reactants are [Br:1][C:2]1[C:10]2[O:9][CH:8]([CH2:11][OH:12])[CH2:7][C:6]=2[C:5]([F:13])=[CH:4][CH:3]=1.[C:14]1([CH3:24])[CH:19]=[CH:18][C:17]([S:20](Cl)(=[O:22])=[O:21])=[CH:16][CH:15]=1. The catalyst is N1C=CC=CC=1. The product is [CH3:24][C:14]1[CH:19]=[CH:18][C:17]([S:20]([O:12][CH2:11][CH:8]2[CH2:7][C:6]3[C:5]([F:13])=[CH:4][CH:3]=[C:2]([Br:1])[C:10]=3[O:9]2)(=[O:22])=[O:21])=[CH:16][CH:15]=1. The yield is 0.880. (5) The reactants are Br[C:2]1[CH:3]=[C:4]2[C:9](=[N:10][CH:11]=1)[NH:8][C:7](=[O:12])[CH2:6][CH2:5]2.[C:13]([O:17][CH2:18][CH3:19])(=[O:16])[CH:14]=[CH2:15].C1(C)C=CC=CC=1P(C1C=CC=CC=1C)C1C=CC=CC=1C.C(N(C(C)C)CC)(C)C. The catalyst is C(#N)CC.CN(C=O)C.CC([O-])=O.CC([O-])=O.[Pd+2]. The product is [O:12]=[C:7]1[NH:8][C:9]2[N:10]=[CH:11][C:2](/[CH:15]=[CH:14]/[C:13]([O:17][CH2:18][CH3:19])=[O:16])=[CH:3][C:4]=2[CH2:5][CH2:6]1. The yield is 0.590.